The task is: Predict the product of the given reaction.. This data is from Forward reaction prediction with 1.9M reactions from USPTO patents (1976-2016). Given the reactants [Br:1][C:2]1[CH:3]=[C:4]([NH2:11])[C:5]2[N:6]([CH:8]=[CH:9][N:10]=2)[CH:7]=1.[CH:12]([N:15]([CH:18](C)C)CC)(C)C.C(Cl)(Cl)=[O:22].C1(C)C=CC=CC=1.CN, predict the reaction product. The product is: [Br:1][C:2]1[CH:3]=[C:4]([NH:11][C:12]([NH:15][CH3:18])=[O:22])[C:5]2[N:6]([CH:8]=[CH:9][N:10]=2)[CH:7]=1.